This data is from Full USPTO retrosynthesis dataset with 1.9M reactions from patents (1976-2016). The task is: Predict the reactants needed to synthesize the given product. (1) Given the product [OH:6][CH:5]1[CH2:4][CH:3]([NH:7][C:8](=[O:14])[O:9][C:10]([CH3:12])([CH3:11])[CH3:13])[C:2]1([CH3:15])[CH3:1], predict the reactants needed to synthesize it. The reactants are: [CH3:1][C:2]1([CH3:15])[C:5](=[O:6])[CH2:4][CH:3]1[NH:7][C:8](=[O:14])[O:9][C:10]([CH3:13])([CH3:12])[CH3:11].[BH4-].[Na+]. (2) Given the product [C:1]([C:5]1[N:6]=[C:7]([N:16]2[CH2:20][CH2:19][C:18]([F:21])([F:22])[CH2:17]2)[C:8]2[C:9](=[N:11][N:12]([CH2:14][C:15]3[CH:50]=[CH:49][CH:48]=[C:47]([C:51]([F:54])([F:53])[F:52])[C:46]=3[Cl:55])[N:13]=2)[N:10]=1)([CH3:2])([CH3:3])[CH3:4], predict the reactants needed to synthesize it. The reactants are: [C:1]([C:5]1[N:6]=[C:7]([N:16]2[CH2:20][CH2:19][C:18]([F:22])([F:21])[CH2:17]2)[C:8]2[C:9](=[N:11][N:12]([CH2:14][CH3:15])[N:13]=2)[N:10]=1)([CH3:4])([CH3:3])[CH3:2].C(C1N=C(N2CCC(F)(F)C2)C2N=NNC=2N=1)(C)(C)C.BrCC1[CH:50]=[CH:49][CH:48]=[C:47]([C:51]([F:54])([F:53])[F:52])[C:46]=1[Cl:55]. (3) The reactants are: [H-].[Na+].[OH:3][C:4]1[CH:5]=[C:6]([CH:12]=[C:13]([OH:16])[C:14]=1[I:15])[C:7]([O:9][CH2:10][CH3:11])=[O:8].CN(C=O)C.[CH2:22](Br)[C:23]1[CH:28]=[CH:27][CH:26]=[CH:25][CH:24]=1. Given the product [CH2:22]([O:3][C:4]1[CH:5]=[C:6]([CH:12]=[C:13]([OH:16])[C:14]=1[I:15])[C:7]([O:9][CH2:10][CH3:11])=[O:8])[C:23]1[CH:28]=[CH:27][CH:26]=[CH:25][CH:24]=1, predict the reactants needed to synthesize it. (4) Given the product [CH2:42]([O:41][C:40](=[O:49])[NH:39][C:7]1[C:8]([C:12]([NH:14][C:15]2[CH:16]=[N:17][CH:18]=[CH:19][C:20]=2[N:21]2[CH2:26][C@H:25]([C:27]([F:30])([F:29])[F:28])[CH2:24][C@H:23]([NH:31][C:32]([O:34][C:35]([CH3:37])([CH3:36])[CH3:38])=[O:33])[CH2:22]2)=[O:13])=[N:9][C:10]2[C:5]([CH:6]=1)=[CH:4][CH:3]=[C:2]([C:68]1[CH2:69][CH2:70][N:65]([CH3:64])[CH2:66][CH:67]=1)[CH:11]=2)[C:43]1[CH:44]=[CH:45][CH:46]=[CH:47][CH:48]=1, predict the reactants needed to synthesize it. The reactants are: Br[C:2]1[CH:11]=[C:10]2[C:5]([CH:6]=[C:7]([NH:39][C:40](=[O:49])[O:41][CH2:42][C:43]3[CH:48]=[CH:47][CH:46]=[CH:45][CH:44]=3)[C:8]([C:12]([NH:14][C:15]3[CH:16]=[N:17][CH:18]=[CH:19][C:20]=3[N:21]3[CH2:26][C@H:25]([C:27]([F:30])([F:29])[F:28])[CH2:24][C@H:23]([NH:31][C:32]([O:34][C:35]([CH3:38])([CH3:37])[CH3:36])=[O:33])[CH2:22]3)=[O:13])=[N:9]2)=[CH:4][CH:3]=1.[O-]P([O-])([O-])=O.[K+].[K+].[K+].O1CCOCC1.[CH3:64][N:65]1[CH2:70][CH:69]=[C:68](B2OC(C)(C)C(C)(C)O2)[CH2:67][CH2:66]1. (5) Given the product [NH2:26][C:11](=[O:12])[C@@H:10]([CH2:14][C:15]1[CH:20]=[C:19]([Cl:21])[CH:18]=[CH:17][C:16]=1[O:22][CH3:23])[CH2:9][NH:8][C:6](=[O:7])[O:5][C:1]([CH3:4])([CH3:3])[CH3:2], predict the reactants needed to synthesize it. The reactants are: [C:1]([O:5][C:6]([NH:8][CH2:9][C@H:10]([CH2:14][C:15]1[CH:20]=[C:19]([Cl:21])[CH:18]=[CH:17][C:16]=1[O:22][CH3:23])[C:11](O)=[O:12])=[O:7])([CH3:4])([CH3:3])[CH3:2].C(N1C=CN=C1)([N:26]1C=CN=C1)=O.O.N.O. (6) Given the product [O:16]1[C:17]2=[CH:18][N:19]=[CH:20][CH:21]=[C:22]2[C:14]([N:13]([C:7]2[CH:6]=[CH:5][C:4]3[C:9](=[CH:10][CH:11]=[CH:12][C:3]=3[O:2][CH3:1])[CH:8]=2)[CH2:28][CH2:29][OH:30])=[CH:15]1, predict the reactants needed to synthesize it. The reactants are: [CH3:1][O:2][C:3]1[CH:12]=[CH:11][CH:10]=[C:9]2[C:4]=1[CH:5]=[CH:6][C:7]([NH:13][C:14]1[C:22]3[C:17](=[CH:18][N:19]=[CH:20][CH:21]=3)[O:16][CH:15]=1)=[CH:8]2.[Li]CCCC.[CH2:28]1[O:30][CH2:29]1. (7) The reactants are: [NH2:1][C:2]1[S:3][CH:4]=[C:5]([C:7]2[S:8][CH:9]=[CH:10][CH:11]=2)[N:6]=1.C1N=CN(C(N2C=NC=C2)=O)C=1.[Cl:24][C:25]1[CH:33]=[CH:32][C:31]([N+:34]([O-:36])=[O:35])=[CH:30][C:26]=1[C:27](O)=[O:28]. Given the product [S:8]1[CH:9]=[CH:10][CH:11]=[C:7]1[C:5]1[N:6]=[C:2]([NH:1][C:27]([C:26]2[CH:30]=[C:31]([N+:34]([O-:36])=[O:35])[CH:32]=[CH:33][C:25]=2[Cl:24])=[O:28])[S:3][CH:4]=1, predict the reactants needed to synthesize it.